The task is: Predict the product of the given reaction.. This data is from Forward reaction prediction with 1.9M reactions from USPTO patents (1976-2016). (1) Given the reactants N[C:2]1[CH:3]=[C:4]([CH:10]=[CH:11][C:12]=1[NH:13][CH:14]1[CH2:21][CH2:20][CH2:19][CH2:18][CH2:17][CH2:16][CH2:15]1)[C:5]([O:7][CH2:8][CH3:9])=[O:6].[C:22](O[C:22]([O:24][C:25]([CH3:28])([CH3:27])[CH3:26])=[O:23])([O:24][C:25]([CH3:28])([CH3:27])[CH3:26])=[O:23], predict the reaction product. The product is: [C:25]([O:24][C:22]([C:2]1[CH:3]=[C:4]([CH:10]=[CH:11][C:12]=1[NH:13][CH:14]1[CH2:21][CH2:20][CH2:19][CH2:18][CH2:17][CH2:16][CH2:15]1)[C:5]([O:7][CH2:8][CH3:9])=[O:6])=[O:23])([CH3:28])([CH3:27])[CH3:26]. (2) Given the reactants [CH3:1][O:2][C:3](=[O:28])[C:4]([C:22]1[CH:27]=[CH:26][CH:25]=[CH:24][CH:23]=1)([CH2:12][C:13]1[C:17]2=[N:18][CH:19]=[CH:20][CH:21]=[C:16]2[NH:15][CH:14]=1)[C:5]([O:7]C(C)(C)C)=[O:6].[C:29]([OH:35])([C:31]([F:34])([F:33])[F:32])=[O:30].C(Cl)Cl, predict the reaction product. The product is: [CH3:1][O:2][C:3](=[O:28])[C:4]([C:22]1[CH:27]=[CH:26][CH:25]=[CH:24][CH:23]=1)([CH2:12][C:13]1[C:17]2=[N:18][CH:19]=[CH:20][CH:21]=[C:16]2[NH:15][CH:14]=1)[C:5]([OH:7])=[O:6].[F:32][C:31]([F:34])([F:33])[C:29]([O-:35])=[O:30]. (3) Given the reactants [OH:1][CH2:2][C@H:3]([CH3:35])[C@H:4]([NH:15][C:16]1([C:29]2[CH:34]=[CH:33][CH:32]=[CH:31][CH:30]=2)[C:28]2[CH:27]=[CH:26][CH:25]=[CH:24][C:23]=2[C:22]2[C:17]1=[CH:18][CH:19]=[CH:20][CH:21]=2)[C:5]([O:7][CH2:8][C:9]1[CH:14]=[CH:13][CH:12]=[CH:11][CH:10]=1)=[O:6].C[C@H]1COC(=O)[C@H]1NC1(C2C=CC=CC=2)C2C=CC=CC=2C2C1=CC=CC=2.[CH3:63][C:64]([Si:67](Cl)([CH3:69])[CH3:68])([CH3:66])[CH3:65].N1C=CN=C1.OC[C@@H](C)[C@H](NC1(C2C=CC=CC=2)C2C=CC=CC=2C2C1=CC=CC=2)C(OCC1C=CC=CC=1)=O, predict the reaction product. The product is: [Si:67]([O:1][CH2:2][C@@H:3]([CH3:35])[C@H:4]([NH:15][C:16]1([C:29]2[CH:34]=[CH:33][CH:32]=[CH:31][CH:30]=2)[C:17]2[CH:18]=[CH:19][CH:20]=[CH:21][C:22]=2[C:23]2[C:28]1=[CH:27][CH:26]=[CH:25][CH:24]=2)[C:5]([O:7][CH2:8][C:9]1[CH:10]=[CH:11][CH:12]=[CH:13][CH:14]=1)=[O:6])([C:64]([CH3:66])([CH3:65])[CH3:63])([CH3:69])[CH3:68]. (4) Given the reactants [CH2:1]([O:3][P:4]([CH2:9][CH2:10][CH2:11][NH:12][C:13]1[C:14]([C:27]([O:29][CH2:30][CH3:31])=[O:28])=[N:15][CH:16]=[C:17]([CH2:19][C:20]2[CH:25]=[CH:24][C:23]([F:26])=[CH:22][CH:21]=2)[CH:18]=1)([O:6][CH2:7][CH3:8])=[O:5])[CH3:2].Cl[C:33](=[O:40])[CH2:34][C:35]([O:37][CH2:38][CH3:39])=[O:36].O, predict the reaction product. The product is: [CH2:1]([O:3][P:4]([CH2:9][CH2:10][CH2:11][N:12]([C:33](=[O:40])[CH2:34][C:35]([O:37][CH2:38][CH3:39])=[O:36])[C:13]1[C:14]([C:27]([O:29][CH2:30][CH3:31])=[O:28])=[N:15][CH:16]=[C:17]([CH2:19][C:20]2[CH:21]=[CH:22][C:23]([F:26])=[CH:24][CH:25]=2)[CH:18]=1)([O:6][CH2:7][CH3:8])=[O:5])[CH3:2]. (5) The product is: [CH3:24][N:23]([CH3:25])[CH2:22][CH2:21][N:4]1[CH2:3][C:2](=[O:1])[C:14]2[C:13]3[C:12]([C:15]([O:17][CH3:18])=[O:16])=[CH:11][CH:10]=[CH:9][C:8]=3[NH:7][C:6]=2[CH2:5]1. Given the reactants [O:1]=[C:2]1[C:14]2[C:13]3[C:12]([C:15]([O:17][CH3:18])=[O:16])=[CH:11][CH:10]=[CH:9][C:8]=3[NH:7][C:6]=2[CH2:5][NH:4][CH2:3]1.Cl.Cl[CH2:21][CH2:22][N:23]([CH3:25])[CH3:24].C([O-])([O-])=O.[K+].[K+], predict the reaction product. (6) The product is: [CH3:23][O:26][SiH:2]([O:18][CH3:15])[O:22][CH3:19].[CH3:19][O:21][CH2:16][CH2:15][OH:18]. Given the reactants C[Si:2](CCCNCCN)(C)C.[Na+].[Na+].[Na+].[C:15]([O-:18])(=O)[CH3:16].[C:19]([O-:22])(=[O:21])C.[C:23]([O-:26])(=O)C, predict the reaction product. (7) Given the reactants [Cl:1][C:2]1[CH:7]=[C:6]([NH2:8])[CH:5]=[C:4]([Cl:9])[N:3]=1.[N+:10]([O-])([OH:12])=[O:11], predict the reaction product. The product is: [Cl:1][C:2]1[C:7]([N+:10]([O-:12])=[O:11])=[C:6]([NH2:8])[CH:5]=[C:4]([Cl:9])[N:3]=1.